From a dataset of Catalyst prediction with 721,799 reactions and 888 catalyst types from USPTO. Predict which catalyst facilitates the given reaction. (1) Reactant: [N+:1]([C:4]1[CH:9]=[CH:8][C:7]([C:10](=O)[CH:11]=[CH:12][C:13]2[CH:22]=[CH:21][C:16]([C:17]([O:19][CH3:20])=[O:18])=[CH:15][CH:14]=2)=[CH:6][CH:5]=1)([O-])=O.S(=O)(=O)(O)O. Product: [NH2:1][C:4]1[CH:5]=[CH:6][C:7]([CH2:10][CH2:11][CH2:12][C:13]2[CH:14]=[CH:15][C:16]([C:17]([O:19][CH3:20])=[O:18])=[CH:21][CH:22]=2)=[CH:8][CH:9]=1. The catalyst class is: 352. (2) The catalyst class is: 75. Reactant: [CH3:1][N:2]1[CH:7]=[C:6](B2OC(C)(C)C(C)(C)O2)[CH:5]=[CH:4][C:3]1=[O:17].Br[C:19]1[CH:20]=[C:21]([S:28]([NH2:31])(=[O:30])=[O:29])[CH:22]=[CH:23][C:24]=1[O:25][CH2:26][CH3:27].C(=O)(O)[O-]. Product: [CH2:26]([O:25][C:24]1[CH:19]=[CH:20][C:21]([S:28]([NH2:31])(=[O:29])=[O:30])=[CH:22][C:23]=1[C:6]1[CH:5]=[CH:4][C:3](=[O:17])[N:2]([CH3:1])[CH:7]=1)[CH3:27].